From a dataset of Peptide-MHC class II binding affinity with 134,281 pairs from IEDB. Regression. Given a peptide amino acid sequence and an MHC pseudo amino acid sequence, predict their binding affinity value. This is MHC class II binding data. (1) The MHC is DRB4_0101 with pseudo-sequence DRB4_0103. The peptide sequence is IQDLEKYVEDTKIDL. The binding affinity (normalized) is 0.213. (2) The peptide sequence is HSNWRAMASDFNLPP. The MHC is DRB1_0701 with pseudo-sequence DRB1_0701. The binding affinity (normalized) is 0.431. (3) The peptide sequence is YDKDLANVSTVLTGK. The MHC is DRB1_1602 with pseudo-sequence DRB1_1602. The binding affinity (normalized) is 0.484. (4) The peptide sequence is VAEAAGKTKEGVLYV. The MHC is DRB1_1501 with pseudo-sequence DRB1_1501. The binding affinity (normalized) is 0.565. (5) The peptide sequence is AFKVAATAANVAPAN. The binding affinity (normalized) is 0.557. The MHC is HLA-DPA10103-DPB10301 with pseudo-sequence HLA-DPA10103-DPB10301. (6) The MHC is DRB3_0202 with pseudo-sequence DRB3_0202. The binding affinity (normalized) is 0. The peptide sequence is RIEEVTRMAMTDTTP. (7) The peptide sequence is ITKLGAKPDGKTDCT. The MHC is DRB1_0405 with pseudo-sequence DRB1_0405. The binding affinity (normalized) is 0. (8) The peptide sequence is PGIKAQQSKLAQRRV. The MHC is HLA-DQA10303-DQB10402 with pseudo-sequence HLA-DQA10303-DQB10402. The binding affinity (normalized) is 0.436.